Dataset: Forward reaction prediction with 1.9M reactions from USPTO patents (1976-2016). Task: Predict the product of the given reaction. (1) The product is: [Cl:18][C:19]1[CH:20]=[C:21]2[C:25](=[CH:26][CH:27]=1)[NH:24][CH:23]=[C:22]2[CH2:28][CH2:29][NH:30][C:12](=[O:14])[C:11]1[CH:10]=[CH:9][C:8]([O:1][C:2]2[CH:3]=[CH:4][CH:5]=[CH:6][CH:7]=2)=[CH:16][CH:15]=1. Given the reactants [O:1]([C:8]1[CH:16]=[CH:15][C:11]([C:12]([OH:14])=O)=[CH:10][CH:9]=1)[C:2]1[CH:7]=[CH:6][CH:5]=[CH:4][CH:3]=1.Cl.[Cl:18][C:19]1[CH:20]=[C:21]2[C:25](=[CH:26][CH:27]=1)[NH:24][CH:23]=[C:22]2[CH2:28][CH2:29][NH2:30].CN(C(ON1N=NC2C=CC=NC1=2)=[N+](C)C)C.F[P-](F)(F)(F)(F)F, predict the reaction product. (2) Given the reactants C1(P([C:14]2[CH:19]=[CH:18]C=CC=2)C2C=CC=CC=2)C=CC=CC=1.N(C(OCC)=O)=NC(OCC)=O.C(O)(C)C.[Cl:36][C:37]1[C:45]2[C:40](=[N:41][C:42]([S:46][CH3:47])=[N:43][CH:44]=2)[NH:39][N:38]=1, predict the reaction product. The product is: [Cl:36][C:37]1[C:45]2[C:40](=[N:41][C:42]([S:46][CH3:47])=[N:43][CH:44]=2)[N:39]([CH:19]([CH3:18])[CH3:14])[N:38]=1. (3) Given the reactants Cl[C:2]1[N:11]=[CH:10][CH:9]=[C:8]2[C:3]=1[CH:4]=[CH:5][CH:6]=[N:7]2.[N-:12]=[N+:13]=[N-:14].[Na+], predict the reaction product. The product is: [N:12]([C:2]1[N:11]=[CH:10][CH:9]=[C:8]2[C:3]=1[CH:4]=[CH:5][CH:6]=[N:7]2)=[N+:13]=[N-:14].